This data is from Catalyst prediction with 721,799 reactions and 888 catalyst types from USPTO. The task is: Predict which catalyst facilitates the given reaction. (1) Reactant: [O:1]1[CH:6]([CH2:7][OH:8])[CH2:5][O:4][C:3]2=[CH:9][S:10][CH:11]=[C:2]12.[H-].[Na+:13].[CH2:14]1[S:19](=[O:21])(=[O:20])[O:18][CH2:17][CH2:16][CH2:15]1. Product: [Na+:13].[O:1]1[CH:6]([CH2:7][O:8][CH2:17][CH2:16][CH2:15][CH2:14][S:19]([O-:21])(=[O:20])=[O:18])[CH2:5][O:4][C:3]2=[CH:9][S:10][CH:11]=[C:2]12. The catalyst class is: 7. (2) Reactant: [CH3:1][O:2][C:3]1[CH:22]=[CH:21][C:6]([CH2:7][O:8][C:9]2[CH:17]=[CH:16][CH:15]=[C:11]([C:12]([OH:14])=O)[C:10]=2[C:18]([OH:20])=O)=[CH:5][CH:4]=1.Cl.[NH2:24][CH:25]1[CH2:31][CH2:30][C:29](=[O:32])[NH:28][C:26]1=[O:27]. Product: [O:27]=[C:26]1[CH:25]([N:24]2[C:18](=[O:20])[C:10]3[C:11](=[CH:15][CH:16]=[CH:17][C:9]=3[O:8][CH2:7][C:6]3[CH:5]=[CH:4][C:3]([O:2][CH3:1])=[CH:22][CH:21]=3)[C:12]2=[O:14])[CH2:31][CH2:30][C:29](=[O:32])[NH:28]1. The catalyst class is: 17.